Predict the reactants needed to synthesize the given product. From a dataset of Full USPTO retrosynthesis dataset with 1.9M reactions from patents (1976-2016). (1) Given the product [Br:1][C:2]1[CH:3]=[C:4]2[C:8](=[CH:9][CH:10]=1)[CH:7]([C:11](=[CH2:17])[C:12]([OH:14])=[O:13])[CH2:6][CH2:5]2, predict the reactants needed to synthesize it. The reactants are: [Br:1][C:2]1[CH:3]=[C:4]2[C:8](=[CH:9][CH:10]=1)[CH:7]([C:11](=[CH2:17])[C:12]([O:14]CC)=[O:13])[CH2:6][CH2:5]2.[OH-].[Na+]. (2) The reactants are: [CH3:1][C:2]1[CH:3]=[C:4]([NH:9][C:10](=[O:12])[CH3:11])[CH:5]=[C:6]([CH3:8])[CH:7]=1.[Cl:13][CH2:14][C:15](Cl)=[O:16].[Al+3].[Cl-].[Cl-].[Cl-]. Given the product [Cl:13][CH2:14][C:15]([C:7]1[C:6]([CH3:8])=[CH:5][C:4]([NH:9][C:10](=[O:12])[CH3:11])=[CH:3][C:2]=1[CH3:1])=[O:16], predict the reactants needed to synthesize it.